This data is from hERG potassium channel inhibition data for cardiac toxicity prediction from Karim et al.. The task is: Regression/Classification. Given a drug SMILES string, predict its toxicity properties. Task type varies by dataset: regression for continuous values (e.g., LD50, hERG inhibition percentage) or binary classification for toxic/non-toxic outcomes (e.g., AMES mutagenicity, cardiotoxicity, hepatotoxicity). Dataset: herg_karim. The compound is C[C@]1(CS(=O)(=O)N2CCC(Oc3ccc(OC(F)(F)C(F)F)cc3)CC2)NC(=O)NC1=O. The result is 0 (non-blocker).